The task is: Predict the reactants needed to synthesize the given product.. This data is from Full USPTO retrosynthesis dataset with 1.9M reactions from patents (1976-2016). (1) The reactants are: Cl[C:2]1[C:3]([C:16]2[CH:21]=[CH:20][C:19]([F:22])=[CH:18][CH:17]=2)=[N:4][C:5]2[C:10]([N:11]=1)=[CH:9][C:8]([C:12]([O:14][CH3:15])=[O:13])=[CH:7][CH:6]=2.[NH2:23][CH:24]1[CH2:29][CH2:28][N:27]([C:30]([O:32][C:33]([CH3:36])([CH3:35])[CH3:34])=[O:31])[CH2:26][CH2:25]1.CCN(C(C)C)C(C)C. Given the product [C:33]([O:32][C:30]([N:27]1[CH2:28][CH2:29][CH:24]([NH:23][C:2]2[C:3]([C:16]3[CH:21]=[CH:20][C:19]([F:22])=[CH:18][CH:17]=3)=[N:4][C:5]3[C:10]([N:11]=2)=[CH:9][C:8]([C:12]([O:14][CH3:15])=[O:13])=[CH:7][CH:6]=3)[CH2:25][CH2:26]1)=[O:31])([CH3:36])([CH3:34])[CH3:35], predict the reactants needed to synthesize it. (2) Given the product [CH3:23][C@H:21]1[CH2:22][N:17]2[N:16]=[CH:15][C:14]([N:9]3[CH2:8][CH:7]([C:1]4[CH:2]=[CH:3][CH:4]=[CH:5][CH:6]=4)[O:11][C:10]3=[O:12])=[C:18]2[CH2:19][NH:20]1, predict the reactants needed to synthesize it. The reactants are: [C:1]1([CH:7]2[O:11][C:10](=[O:12])[NH:9][CH2:8]2)[CH:6]=[CH:5][CH:4]=[CH:3][CH:2]=1.I[C:14]1[CH:15]=[N:16][N:17]2[CH2:22][C@H:21]([CH3:23])[NH:20][CH2:19][C:18]=12.CN[C@@H]1CCCC[C@H]1NC. (3) Given the product [Cl:12][C:3]1[C:4]([CH3:11])=[N:5][CH:6]=[C:7]([C:2]=1[OH:1])[C:8]([OH:10])=[O:9], predict the reactants needed to synthesize it. The reactants are: [OH:1][C:2]1[C:7]([C:8]([OH:10])=[O:9])=[CH:6][N:5]=[C:4]([CH3:11])[CH:3]=1.[Cl:12]N1C(=O)CCC1=O. (4) Given the product [CH:21]1([N:27]([CH3:28])[CH2:2][C:3]([NH:5][CH2:6][CH2:7][CH:8]([C:15]2[CH:20]=[CH:19][CH:18]=[CH:17][CH:16]=2)[C:9]2[CH:14]=[CH:13][CH:12]=[CH:11][CH:10]=2)=[O:4])[CH2:26][CH2:25][CH2:24][CH2:23][CH2:22]1, predict the reactants needed to synthesize it. The reactants are: Cl[CH2:2][C:3]([NH:5][CH2:6][CH2:7][CH:8]([C:15]1[CH:20]=[CH:19][CH:18]=[CH:17][CH:16]=1)[C:9]1[CH:14]=[CH:13][CH:12]=[CH:11][CH:10]=1)=[O:4].[CH:21]1([NH:27][CH3:28])[CH2:26][CH2:25][CH2:24][CH2:23][CH2:22]1.[Na+].[I-].C([O-])([O-])=O.[K+].[K+]. (5) Given the product [CH2:17]([O:15][C:12]1[CH:13]=[CH:14][C:9]([CH2:8][C:6]2[CH:7]=[C:2]([Br:1])[CH:3]=[CH:4][C:5]=2[Cl:16])=[CH:10][CH:11]=1)[C:18]1[CH:23]=[CH:22][CH:21]=[CH:20][CH:19]=1, predict the reactants needed to synthesize it. The reactants are: [Br:1][C:2]1[CH:3]=[CH:4][C:5]([Cl:16])=[C:6]([CH2:8][C:9]2[CH:14]=[CH:13][C:12]([OH:15])=[CH:11][CH:10]=2)[CH:7]=1.[CH2:17](Br)[C:18]1[CH:23]=[CH:22][CH:21]=[CH:20][CH:19]=1.C(=O)([O-])[O-].[K+].[K+].